Predict the reaction yield, written as a fraction of the theoretical maximum amount of product (1.0 means a 100% yield; for example, 0.34 means a 34% yield). From a dataset of Reaction yield outcomes from USPTO patents with 853,638 reactions. (1) The reactants are [C:1]([C:5]1[CH:6]=[C:7]2[C:12](=[C:13]([F:15])[CH:14]=1)[C:11](=[O:16])[NH:10][N:9]=[CH:8]2)([CH3:4])([CH3:3])[CH3:2].[Cl:17][C:18]1[CH:25]=[CH:24][CH:23]=[C:22](F)[C:19]=1[CH:20]=[O:21].C(=O)([O-])[O-].[Cs+].[Cs+].C(O[Si](C)(C)C)C. The catalyst is CN(C=O)C. The product is [C:1]([C:5]1[CH:6]=[C:7]2[C:12](=[C:13]([F:15])[CH:14]=1)[C:11](=[O:16])[N:10]([C:22]1[CH:23]=[CH:24][CH:25]=[C:18]([Cl:17])[C:19]=1[CH:20]=[O:21])[N:9]=[CH:8]2)([CH3:4])([CH3:2])[CH3:3]. The yield is 0.520. (2) The reactants are CCN(C(C)C)C(C)C.[CH3:10][O:11][C:12]1[CH:13]=[CH:14][CH:15]=[C:16]2[C:21]=1[O:20][C:19](=[O:22])[C:18]([C:23]([OH:25])=O)=[CH:17]2.CN(C(ON1N=NC2C=CC=NC1=2)=[N+](C)C)C.F[P-](F)(F)(F)(F)F.[N:50]1[CH:55]=[C:54]([C:56]2[CH:57]=[C:58]([NH2:62])[CH:59]=[CH:60][CH:61]=2)[CH:53]=[N:52][CH:51]=1. The catalyst is CN(C=O)C. The product is [N:50]1[CH:55]=[C:54]([C:56]2[CH:57]=[C:58]([NH:62][C:23]([C:18]3[C:19](=[O:22])[O:20][C:21]4[C:16]([CH:17]=3)=[CH:15][CH:14]=[CH:13][C:12]=4[O:11][CH3:10])=[O:25])[CH:59]=[CH:60][CH:61]=2)[CH:53]=[N:52][CH:51]=1. The yield is 0.620. (3) The reactants are I[C:2]1[CH:12]=[CH:11][C:5]([C:6]([O:8][CH2:9][CH3:10])=[O:7])=[CH:4][CH:3]=1.[C:13]([O:17][C:18]([N:20]1[CH2:24][CH2:23][CH2:22][CH:21]1[C:25]#[CH:26])=[O:19])([CH3:16])([CH3:15])[CH3:14].O. The catalyst is N(C(C)C)C(C)C.C1C=CC([P]([Pd]([P](C2C=CC=CC=2)(C2C=CC=CC=2)C2C=CC=CC=2)([P](C2C=CC=CC=2)(C2C=CC=CC=2)C2C=CC=CC=2)[P](C2C=CC=CC=2)(C2C=CC=CC=2)C2C=CC=CC=2)(C2C=CC=CC=2)C2C=CC=CC=2)=CC=1.[Cu]I. The product is [C:13]([O:17][C:18]([N:20]1[CH2:24][CH2:23][CH2:22][CH:21]1[C:25]#[C:26][C:2]1[CH:12]=[CH:11][C:5]([C:6]([O:8][CH2:9][CH3:10])=[O:7])=[CH:4][CH:3]=1)=[O:19])([CH3:16])([CH3:15])[CH3:14]. The yield is 0.810. (4) The reactants are Cl[C:2]1[N:7]=[C:6]([C:8]2[S:12][C:11]([C:13]([CH3:16])([CH3:15])[CH3:14])=[N:10][C:9]=2[C:17]2[C:18]([F:24])=[C:19]([CH:21]=[CH:22][CH:23]=2)[NH2:20])[CH:5]=[CH:4][N:3]=1.[NH4+:25].[OH-].O1CCOCC1. The catalyst is O. The product is [NH2:20][C:19]1[C:18]([F:24])=[C:17]([C:9]2[N:10]=[C:11]([C:13]([CH3:16])([CH3:15])[CH3:14])[S:12][C:8]=2[C:6]2[CH:5]=[CH:4][N:3]=[C:2]([NH2:25])[N:7]=2)[CH:23]=[CH:22][CH:21]=1. The yield is 0.830. (5) The reactants are [CH3:1][C:2]1([C:5]([OH:7])=O)[CH2:4][CH2:3]1.O=C1N(P(Cl)(N2CCOC2=O)=O)CCO1.C(N(CC)CC)C.[Br:30][C:31]1[C:32]([F:41])=[C:33]2[C:39]([NH2:40])=[CH:38][NH:37][C:34]2=[N:35][CH:36]=1.C([O-])([O-])=O.[Na+].[Na+]. The catalyst is C(Cl)Cl. The product is [Br:30][C:31]1[C:32]([F:41])=[C:33]2[C:39]([NH:40][C:5]([C:2]3([CH3:1])[CH2:4][CH2:3]3)=[O:7])=[CH:38][NH:37][C:34]2=[N:35][CH:36]=1. The yield is 0.684. (6) The reactants are [O:1]=[S:2]1(=[O:23])[C:19]2[C:14](=[CH:15][CH:16]=[CH:17][CH:18]=2)[C:13]2[C:4](=[C:5]3[C:10](=[CH:11][CH:12]=2)[C:9]([C:20]([OH:22])=O)=[CH:8][CH:7]=[N:6]3)[NH:3]1.[CH3:24][CH2:25][N:26]=C=NCCCN(C)C.Cl.[CH:36]1[CH:37]=[CH:38][C:39]2N(O)N=[N:42][C:40]=2C=1.CCN(C(C)C)C(C)C. The catalyst is CN(C=O)C. The product is [N:42]1([CH2:24][CH2:25][NH:26][C:20]([C:9]2[C:10]3[C:5](=[C:4]4[C:13](=[CH:12][CH:11]=3)[C:14]3[C:19](=[CH:18][CH:17]=[CH:16][CH:15]=3)[S:2](=[O:1])(=[O:23])[NH:3]4)[N:6]=[CH:7][CH:8]=2)=[O:22])[CH2:36][CH2:37][CH2:38][CH2:39][CH2:40]1. The yield is 0.210.